From a dataset of Forward reaction prediction with 1.9M reactions from USPTO patents (1976-2016). Predict the product of the given reaction. (1) Given the reactants [CH3:1][C:2]1[CH:7]=[C:6]([CH3:8])[N:5]=[C:4]([NH2:9])[CH:3]=1.[F:10][C:11]([F:30])([F:29])[C:12]1[CH:13]=[C:14]([CH:26]=[CH:27][CH:28]=1)[O:15][CH2:16][C:17]1[CH:22]=[CH:21][N:20]=[C:19]([C:23](O)=[O:24])[CH:18]=1, predict the reaction product. The product is: [CH3:1][C:2]1[CH:7]=[C:6]([CH3:8])[N:5]=[C:4]([NH:9][C:23]([C:19]2[CH:18]=[C:17]([CH2:16][O:15][C:14]3[CH:26]=[CH:27][CH:28]=[C:12]([C:11]([F:30])([F:29])[F:10])[CH:13]=3)[CH:22]=[CH:21][N:20]=2)=[O:24])[CH:3]=1. (2) Given the reactants Br[C:2]1[CH:3]=[CH:4][C:5]([Cl:12])=[C:6]([C:8]([F:11])([F:10])[F:9])[CH:7]=1.[CH:13](=[O:17])[CH:14]([CH3:16])[CH3:15], predict the reaction product. The product is: [Cl:12][C:5]1[CH:4]=[CH:3][C:2]([CH:13]([OH:17])[CH:14]([CH3:16])[CH3:15])=[CH:7][C:6]=1[C:8]([F:11])([F:10])[F:9].